Dataset: Reaction yield outcomes from USPTO patents with 853,638 reactions. Task: Predict the reaction yield, written as a fraction of the theoretical maximum amount of product (1.0 means a 100% yield; for example, 0.34 means a 34% yield). (1) The reactants are Br[C:2]1[CH:3]=[C:4]2[C:9](=[CH:10][CH:11]=1)[N:8]=[C:7]([C:12]1[CH:17]=[CH:16][CH:15]=[C:14]([F:18])[CH:13]=1)[CH:6]=[C:5]2[N:19]([CH3:21])[CH3:20].C(=O)([O-])[O-].[Ca+2]. The catalyst is C(O)C.[Pd]. The product is [F:18][C:14]1[CH:13]=[C:12]([C:7]2[CH:6]=[C:5]([N:19]([CH3:21])[CH3:20])[C:4]3[C:9](=[CH:10][CH:11]=[CH:2][CH:3]=3)[N:8]=2)[CH:17]=[CH:16][CH:15]=1. The yield is 0.370. (2) The reactants are ClC(Cl)(Cl)[C:3]([C:5]1[N:14]2[C:8]([CH2:9][N:10]([C:19]([C:21]3[CH:26]=[CH:25][C:24]([C:27]4[CH:32]=[CH:31][CH:30]=[CH:29][C:28]=4[CH3:33])=[C:23]([CH3:34])[CH:22]=3)=[O:20])[C:11]3[CH:18]=[CH:17][CH:16]=[CH:15][C:12]=3[CH2:13]2)=[CH:7][CH:6]=1)=[O:4].CS(C)=O.[CH3:41][O:42][C:43]1[CH:44]=[C:45]([CH:48]=[CH:49][CH:50]=1)[CH2:46][NH2:47]. The catalyst is C(#N)C. The product is [CH3:34][C:23]1[CH:22]=[C:21]([C:19]([N:10]2[C:11]3[CH:18]=[CH:17][CH:16]=[CH:15][C:12]=3[CH2:13][N:14]3[C:5]([C:3]([NH:47][CH2:46][C:45]4[CH:48]=[CH:49][CH:50]=[C:43]([O:42][CH3:41])[CH:44]=4)=[O:4])=[CH:6][CH:7]=[C:8]3[CH2:9]2)=[O:20])[CH:26]=[CH:25][C:24]=1[C:27]1[CH:32]=[CH:31][CH:30]=[CH:29][C:28]=1[CH3:33]. The yield is 0.590. (3) The reactants are [F:1][C:2]1[CH:11]=[CH:10][C:9]([F:12])=[C:8]2[C:3]=1[C:4]([NH:13][CH2:14][CH2:15][C:16]1[CH:21]=[CH:20][C:19]([O:22]C)=[C:18]([CH3:24])[CH:17]=1)=[N:5][CH:6]=[N:7]2.B(Br)(Br)Br. The catalyst is C(Cl)Cl. The product is [F:1][C:2]1[CH:11]=[CH:10][C:9]([F:12])=[C:8]2[C:3]=1[C:4]([NH:13][CH2:14][CH2:15][C:16]1[CH:21]=[CH:20][C:19]([OH:22])=[C:18]([CH3:24])[CH:17]=1)=[N:5][CH:6]=[N:7]2. The yield is 1.00. (4) The reactants are [Br:1][C:2]1[CH:3]=[CH:4][C:5]([NH:8][NH2:9])=[N:6][CH:7]=1.[CH:10]1([C:13](Cl)=O)[CH2:12][CH2:11]1. The catalyst is C(Cl)(Cl)Cl. The product is [Br:1][C:2]1[CH:3]=[CH:4][C:5]2[N:6]([C:13]([CH:10]3[CH2:12][CH2:11]3)=[N:9][N:8]=2)[CH:7]=1. The yield is 0.960. (5) The reactants are [NH2:1][C:2]1[N:7]=[CH:6][C:5](/[CH:8]=[CH:9]/[C:10]2[CH:11]=[C:12]([CH:17]=[C:18]([O:21][CH3:22])[C:19]=2[F:20])[C:13]([O:15][CH3:16])=[O:14])=[CH:4][N:3]=1. The catalyst is C1COCC1.[Pd]. The product is [NH2:1][C:2]1[N:3]=[CH:4][C:5]([CH2:8][CH2:9][C:10]2[CH:11]=[C:12]([CH:17]=[C:18]([O:21][CH3:22])[C:19]=2[F:20])[C:13]([O:15][CH3:16])=[O:14])=[CH:6][N:7]=1. The yield is 0.420.